From a dataset of Forward reaction prediction with 1.9M reactions from USPTO patents (1976-2016). Predict the product of the given reaction. (1) Given the reactants [Br:1][C:2]1[CH:3]=[CH:4][C:5]([C:8]([OH:10])=[O:9])=[N:6][CH:7]=1.OS(O)(=O)=O.[C:16]([O-])(O)=O.[Na+], predict the reaction product. The product is: [Br:1][C:2]1[CH:3]=[CH:4][C:5]([C:8]([O:10][CH3:16])=[O:9])=[N:6][CH:7]=1. (2) Given the reactants [CH3:1][O:2][C:3]1[CH:4]=[C:5]2[C:10](=[CH:11][C:12]=1[O:13][CH3:14])[NH:9][C:8](=O)[N:7]=[C:6]2[Cl:16].S(Cl)(Cl)=O, predict the reaction product. The product is: [CH3:1][O:2][C:3]1[CH:4]=[C:5]2[C:10](=[CH:11][C:12]=1[O:13][CH3:14])[N:9]=[CH:8][N:7]=[C:6]2[Cl:16].